From a dataset of Experimental lipophilicity measurements (octanol/water distribution) for 4,200 compounds from AstraZeneca. Regression/Classification. Given a drug SMILES string, predict its absorption, distribution, metabolism, or excretion properties. Task type varies by dataset: regression for continuous measurements (e.g., permeability, clearance, half-life) or binary classification for categorical outcomes (e.g., BBB penetration, CYP inhibition). For this dataset (lipophilicity_astrazeneca), we predict Y. (1) The drug is O=C(NCC12CC3CC(CC(C3)C1)C2)c1ccnc(NCC2CCNCC2)c1Cl. The Y is 0.600 logD. (2) The Y is 1.83 logD. The drug is CCOC(=O)c1ccc(N)cc1. (3) The molecule is Cc1cc(N)nc(CCNC(=O)c2ccc(C#N)cc2)c1. The Y is 1.62 logD. (4) The molecule is COc1cc(N2CCN(C(C)=O)CC2)ccc1Nc1ncc(Cl)c(-c2cnc3c(F)cc(F)cn23)n1. The Y is 3.20 logD. (5) The drug is O=C(NCC1CCOCC1)c1nc(OS(=O)(=O)CCC(F)(F)F)ccc1NC(=O)c1ccc(Cn2ccnn2)c2ccccc12. The Y is 4.20 logD. (6) The compound is O=C(O)COc1ccc(C(F)(F)F)cc1-c1ccccc1-c1ccccc1. The Y is 1.38 logD. (7) The drug is CCC(c1nc2ccn(C)c2c(=O)n1Cc1ccccc1)N(CCCN)C(=O)c1ccc(C)cc1. The Y is 1.80 logD.